This data is from Reaction yield outcomes from USPTO patents with 853,638 reactions. The task is: Predict the reaction yield, written as a fraction of the theoretical maximum amount of product (1.0 means a 100% yield; for example, 0.34 means a 34% yield). (1) The reactants are C(O[C:6]1[C:19](C)=[C:18](C)[C:17]2[O:16][C:15]3[C:10](=[C:11](C)[C:12](OCC4OC4)=[C:13](C)[C:14]=3C)[CH:9](C3C=CC=CC=3)[C:8]=2[C:7]=1C)C1OC1.O[C:38]1[CH:43]=[CH:42][C:41]([C:44]2[CH:49]=[CH:48][C:47](O)=[CH:46][CH:45]=2)=[CH:40][CH:39]=1.C1(P(C2C=CC=CC=2)C2C=CC=CC=2)C=CC=CC=1. The catalyst is CN(C)C(=O)C.O. The product is [CH:11]1[C:10]2[CH2:9][C:8]3[C:17](=[CH:18][CH:19]=[CH:6][CH:7]=3)[O:16][C:15]=2[CH:14]=[CH:13][CH:12]=1.[CH:39]1[C:40]2[C:49]3[C:44](=[CH:45][CH:46]=[CH:47][CH:48]=3)[C:41]=2[CH:42]=[CH:43][CH:38]=1. The yield is 0.770. (2) The yield is 0.880. The reactants are Cl.[NH2:2][CH:3]([C:8]([O:10][CH3:11])=[O:9])[C:4]([O:6][CH3:7])=[O:5].[C:12](O[C:12]([O:14][C:15]([CH3:18])([CH3:17])[CH3:16])=[O:13])([O:14][C:15]([CH3:18])([CH3:17])[CH3:16])=[O:13].C(N(CC)CC)C. The product is [C:12]([NH:2][CH:3]([C:8]([O:10][CH3:11])=[O:9])[C:4]([O:6][CH3:7])=[O:5])([O:14][C:15]([CH3:18])([CH3:17])[CH3:16])=[O:13]. The catalyst is ClCCl. (3) The reactants are [Br:1][C:2]1[C:3]([Cl:16])=[CH:4][C:5]([O:14][CH3:15])=[C:6]([NH:8][C@@H:9]([CH3:13])[C:10]([OH:12])=O)[CH:7]=1.[N:17]1([CH:23]2[CH2:26][N:25]([C:27]([O:29][C:30]([CH3:33])([CH3:32])[CH3:31])=[O:28])[CH2:24]2)[CH2:22][CH2:21][NH:20][CH2:19][CH2:18]1.CCN=C=NCCCN(C)C.Cl.C1C=CC2N(O)N=NC=2C=1.CCN(CC)CC. The catalyst is CN(C=O)C. The product is [Br:1][C:2]1[C:3]([Cl:16])=[CH:4][C:5]([O:14][CH3:15])=[C:6]([NH:8][C@@H:9]([CH3:13])[C:10]([N:20]2[CH2:21][CH2:22][N:17]([CH:23]3[CH2:24][N:25]([C:27]([O:29][C:30]([CH3:33])([CH3:32])[CH3:31])=[O:28])[CH2:26]3)[CH2:18][CH2:19]2)=[O:12])[CH:7]=1. The yield is 0.760. (4) The catalyst is O. The yield is 1.00. The reactants are Cl.CO[CH:4]1[CH2:8][CH2:7][CH:6](OC)[O:5]1.[CH2:11]([NH2:18])[C:12]1[CH:17]=[CH:16][CH:15]=[CH:14][CH:13]=1.[CH2:19]([C:26](O)=O)[C:20](CC(O)=O)=O.P([O-])([O-])(O)=O.[Na+].[Na+].[OH-].[Na+]. The product is [CH2:11]([N:18]1[CH:7]2[CH2:6][CH2:26][CH:19]1[CH2:20][C:4](=[O:5])[CH2:8]2)[C:12]1[CH:17]=[CH:16][CH:15]=[CH:14][CH:13]=1. (5) The catalyst is C1COCC1. The product is [CH3:1][C:2]1([CH3:18])[CH2:11][C:6](=[O:7])[C:5]([C:12]2[N:16]([CH3:17])[N:15]=[CH:14][CH:13]=2)=[CH:4][CH2:3]1. The reactants are [CH3:1][C:2]1([CH3:18])[CH2:11][C:6]2(OCC[O:7]2)[C:5]([C:12]2[N:16]([CH3:17])[N:15]=[CH:14][CH:13]=2)=[CH:4][CH2:3]1.Cl. The yield is 0.930. (6) The reactants are [CH3:1][O:2][C:3]1[CH:4]=[C:5]2[C:9](=[CH:10][CH:11]=1)[N:8]([CH3:12])[CH:7]=[C:6]2[C:13]1[N:25](COCC[Si](C)(C)C)[C:16]2[N:17]=[CH:18][C:19]3[N:20]([C:21]([CH3:24])=[N:22][N:23]=3)[C:15]=2[CH:14]=1.CN(C=O)C.C(N)CN.CCCC[N+](CCCC)(CCCC)CCCC.[F-]. The catalyst is O. The product is [CH3:1][O:2][C:3]1[CH:4]=[C:5]2[C:9](=[CH:10][CH:11]=1)[N:8]([CH3:12])[CH:7]=[C:6]2[C:13]1[NH:25][C:16]2[N:17]=[CH:18][C:19]3[N:20]([C:21]([CH3:24])=[N:22][N:23]=3)[C:15]=2[CH:14]=1. The yield is 0.0840. (7) The reactants are C[O:2][C:3](=[O:31])[C:4]1[CH:9]=[CH:8][C:7]([C:10]2[CH:11]=[N:12][C:13]([NH2:30])=[C:14]([O:16][CH:17]([C:19]3[CH:24]=[CH:23][CH:22]=[C:21]([F:25])[C:20]=3[C:26]([F:29])([F:28])[F:27])[CH3:18])[CH:15]=2)=[CH:6][CH:5]=1.O.[Li+].[OH-]. The catalyst is CC(O)C.CCOC(C)=O. The product is [NH2:30][C:13]1[N:12]=[CH:11][C:10]([C:7]2[CH:8]=[CH:9][C:4]([C:3]([OH:31])=[O:2])=[CH:5][CH:6]=2)=[CH:15][C:14]=1[O:16][CH:17]([C:19]1[CH:24]=[CH:23][CH:22]=[C:21]([F:25])[C:20]=1[C:26]([F:29])([F:28])[F:27])[CH3:18]. The yield is 0.880. (8) The reactants are Br[C:2]1[CH:7]=[C:6]([C:8]2([C:19]3[CH:24]=[C:23]([CH3:25])[C:22]([O:26][CH3:27])=[C:21]([F:28])[CH:20]=3)[C:16]3[C:11](=[C:12]([F:17])[CH:13]=[CH:14][CH:15]=3)[C:10]([NH2:18])=[N:9]2)[CH:5]=[CH:4][N:3]=1.[N:29]1[CH:34]=[C:33](B(O)O)[CH:32]=[N:31][CH:30]=1. No catalyst specified. The product is [F:17][C:12]1[CH:13]=[CH:14][CH:15]=[C:16]2[C:11]=1[C:10]([NH2:18])=[N:9][C:8]2([C:19]1[CH:24]=[C:23]([CH3:25])[C:22]([O:26][CH3:27])=[C:21]([F:28])[CH:20]=1)[C:6]1[CH:5]=[CH:4][N:3]=[C:2]([C:33]2[CH:34]=[N:29][CH:30]=[N:31][CH:32]=2)[CH:7]=1. The yield is 0.110. (9) The yield is 0.640. The reactants are [CH2:1]([Li])[CH2:2][CH2:3][CH3:4].CCCCCC.C([C@H]1C[O:17][C:16]([CH3:20])([CH3:19])[N:15]1[C:21]([O:23][C:24]([CH3:27])([CH3:26])[CH3:25])=[O:22])=O. The catalyst is [Br-].C[P+](C1C=CC=CC=1)(C1C=CC=CC=1)C1C=CC=CC=1.O1CCCC1. The product is [CH3:19][C:16]1([CH3:20])[N:15]([C:21]([O:23][C:24]([CH3:27])([CH3:26])[CH3:25])=[O:22])[C@@H:2]([CH:3]=[CH2:4])[CH2:1][O:17]1. (10) The reactants are [NH:1]1[CH:5]=[C:4]([C:6]2[C:7]3[CH:14]=[CH:13][N:12]([CH2:15][O:16][CH2:17][CH2:18][Si:19]([CH3:22])([CH3:21])[CH3:20])[C:8]=3[N:9]=[CH:10][N:11]=2)[CH:3]=[N:2]1.[CH:23]1([C:28]#[C:29][C:30]([O:32][CH3:33])=[O:31])[CH2:27][CH2:26][CH2:25][CH2:24]1.C(#N)C.N12CCCN=C1CCCCC2.Cl. No catalyst specified. The product is [CH:23]1(/[C:28](/[N:1]2[CH:5]=[C:4]([C:6]3[C:7]4[CH:14]=[CH:13][N:12]([CH2:15][O:16][CH2:17][CH2:18][Si:19]([CH3:22])([CH3:21])[CH3:20])[C:8]=4[N:9]=[CH:10][N:11]=3)[CH:3]=[N:2]2)=[CH:29]\[C:30]([O:32][CH3:33])=[O:31])[CH2:27][CH2:26][CH2:25][CH2:24]1. The yield is 0.380.